Dataset: Forward reaction prediction with 1.9M reactions from USPTO patents (1976-2016). Task: Predict the product of the given reaction. (1) Given the reactants [CH3:1][C:2]([CH3:37])([CH2:6][O:7][C:8]1[CH:13]=[CH:12][C:11]([C:14]2[CH:19]=[CH:18][C:17]([C:20]3[N:21](COCC[Si](C)(C)C)[CH:22]=[C:23]([C:25]([F:28])([F:27])[F:26])[N:24]=3)=[CH:16][CH:15]=2)=[CH:10][N:9]=1)[C:3]([OH:5])=[O:4], predict the reaction product. The product is: [CH3:1][C:2]([CH3:37])([CH2:6][O:7][C:8]1[CH:13]=[CH:12][C:11]([C:14]2[CH:15]=[CH:16][C:17]([C:20]3[NH:24][C:23]([C:25]([F:28])([F:26])[F:27])=[CH:22][N:21]=3)=[CH:18][CH:19]=2)=[CH:10][N:9]=1)[C:3]([OH:5])=[O:4]. (2) The product is: [N+:10]([C:2]1[CH:3]=[CH:4][CH:5]=[CH:6][C:1]=1[B:7]([OH:9])[OH:8])([O-:12])=[O:11]. Given the reactants [C:1]1([B:7]([OH:9])[OH:8])[CH:6]=[CH:5][CH:4]=[CH:3][CH:2]=1.[N+:10]([O-])([OH:12])=[O:11], predict the reaction product. (3) Given the reactants [C:1]([N:5]1[C:10](=[O:11])[C:9]([CH2:12][OH:13])=[C:8]([Cl:14])[CH:7]=[N:6]1)([CH3:4])([CH3:3])[CH3:2].N1C=CN=C1.[Si:20](Cl)([C:23]([CH3:26])([CH3:25])[CH3:24])([CH3:22])[CH3:21], predict the reaction product. The product is: [C:1]([N:5]1[C:10](=[O:11])[C:9]([CH2:12][O:13][Si:20]([C:23]([CH3:26])([CH3:25])[CH3:24])([CH3:22])[CH3:21])=[C:8]([Cl:14])[CH:7]=[N:6]1)([CH3:4])([CH3:2])[CH3:3]. (4) Given the reactants Cl.[CH3:2][O:3][C:4](=[O:10])[C@@H:5]1[CH2:9][CH2:8][CH2:7][NH:6]1.CCN(CC)CC.[Br:18][CH2:19][C:20]1[CH:21]=[C:22]([S:26](Cl)(=[O:28])=[O:27])[CH:23]=[CH:24][CH:25]=1, predict the reaction product. The product is: [Br:18][CH2:19][C:20]1[CH:21]=[C:22]([S:26]([N:6]2[CH2:7][CH2:8][CH2:9][C@H:5]2[C:4]([O:3][CH3:2])=[O:10])(=[O:28])=[O:27])[CH:23]=[CH:24][CH:25]=1. (5) Given the reactants [CH3:1][CH:2]([CH2:6][CH2:7][CH2:8][CH:9]([CH3:16])[CH2:10][CH2:11][CH2:12][CH:13]([CH3:15])[CH3:14])[CH2:3][CH2:4][OH:5].N1C=CC=CC=1.[C:23]1([CH3:33])[CH:28]=[CH:27][C:26]([S:29](Cl)(=[O:31])=[O:30])=[CH:25][CH:24]=1, predict the reaction product. The product is: [S:29]([C:26]1[CH:27]=[CH:28][C:23]([CH3:33])=[CH:24][CH:25]=1)([O:5][CH2:4][CH2:3][CH:2]([CH3:1])[CH2:6][CH2:7][CH2:8][CH:9]([CH3:16])[CH2:10][CH2:11][CH2:12][CH:13]([CH3:15])[CH3:14])(=[O:31])=[O:30]. (6) Given the reactants [CH:1]1([N:7]([CH2:20][CH3:21])[C:8](=O)[CH2:9][CH2:10][C:11]2[CH:16]=[CH:15][C:14]([O:17][CH3:18])=[CH:13][CH:12]=2)[CH2:6][CH2:5][CH2:4][CH2:3][CH2:2]1.[H-].[Al+3].[Li+].[H-].[H-].[H-].O.O.O.O.O.O.O.O.O.O.S([O-])([O-])(=O)=O.[Na+].[Na+], predict the reaction product. The product is: [CH3:18][O:17][C:14]1[CH:15]=[CH:16][C:11]([CH2:10][CH2:9][CH2:8][N:7]([CH:1]2[CH2:6][CH2:5][CH2:4][CH2:3][CH2:2]2)[CH2:20][CH3:21])=[CH:12][CH:13]=1. (7) The product is: [NH2:16][C:13]1[CH:14]=[CH:15][C:10]2[O:9][CH2:8][C:7](=[O:19])[N:6]([CH2:5][CH2:4][CH2:3][O:2][CH3:1])[C:11]=2[CH:12]=1. Given the reactants [CH3:1][O:2][CH2:3][CH2:4][CH2:5][N:6]1[C:11]2[CH:12]=[C:13]([N+:16]([O-])=O)[CH:14]=[CH:15][C:10]=2[O:9][CH2:8][C:7]1=[O:19].Cl, predict the reaction product.